Dataset: Forward reaction prediction with 1.9M reactions from USPTO patents (1976-2016). Task: Predict the product of the given reaction. (1) Given the reactants [C:1]([NH:9][CH2:10][CH:11]1[CH2:16][CH2:15][CH2:14][CH:13]([N:17]2[C:26]3[CH:25]=[CH:24][CH:23]=[C:22]([C:27](O)=O)[C:21]=3[C:20]3=[N:30][O:31][C:32]([CH3:33])=[C:19]3[C:18]2=[O:34])[CH2:12]1)(=[O:8])[C:2]1[CH:7]=[CH:6][CH:5]=[CH:4][CH:3]=1.S(Cl)(Cl)=O.[CH2:39]([CH2:41][NH2:42])[OH:40], predict the reaction product. The product is: [O:40]1[CH2:39][CH2:41][N:42]=[C:27]1[C:22]1[C:21]2[C:20]3[C:19](=[C:32]([CH3:33])[O:31][N:30]=3)[C:18](=[O:34])[N:17]([CH:13]3[CH2:14][CH2:15][CH2:16][CH:11]([CH2:10][NH:9][C:1](=[O:8])[C:2]4[CH:7]=[CH:6][CH:5]=[CH:4][CH:3]=4)[CH2:12]3)[C:26]=2[CH:25]=[CH:24][CH:23]=1. (2) Given the reactants [C:1]([C:5]1[CH:6]=[C:7]2[C:12](=[C:13]([F:15])[CH:14]=1)[C:11](=[O:16])[N:10]([C:17]1[N:24]=[CH:23][CH:22]=[C:21]([C:25]3[CH:30]=[C:29]([NH:31][C:32]4[CH:37]=[CH:36][C:35]([C:38]([N:40]5[CH2:45][CH2:44][O:43][CH2:42][CH2:41]5)=[O:39])=[CH:34][N:33]=4)[C:28](=[O:46])[N:27]([CH3:47])[CH:26]=3)[C:18]=1[CH:19]=[O:20])[N:9]=[CH:8]2)([CH3:4])([CH3:3])[CH3:2].ClCCl.[BH4-].[Na+].[NH4+].[Cl-], predict the reaction product. The product is: [C:1]([C:5]1[CH:6]=[C:7]2[C:12](=[C:13]([F:15])[CH:14]=1)[C:11](=[O:16])[N:10]([C:17]1[C:18]([CH2:19][OH:20])=[C:21]([C:25]3[CH:30]=[C:29]([NH:31][C:32]4[CH:37]=[CH:36][C:35]([C:38]([N:40]5[CH2:45][CH2:44][O:43][CH2:42][CH2:41]5)=[O:39])=[CH:34][N:33]=4)[C:28](=[O:46])[N:27]([CH3:47])[CH:26]=3)[CH:22]=[CH:23][N:24]=1)[N:9]=[CH:8]2)([CH3:4])([CH3:2])[CH3:3]. (3) Given the reactants [N:1]([C:4]1[C:13]2[C:8](=[CH:9][CH:10]=[CH:11][CH:12]=2)[CH:7]=[CH:6][CH:5]=1)=[C:2]=[O:3].[C:14]1([CH2:22][OH:23])[CH:19]=[CH:18][C:17]([CH2:20][OH:21])=[CH:16][CH:15]=1, predict the reaction product. The product is: [C:4]1([NH:1][C:2](=[O:3])[O:21][CH2:20][C:17]2[CH:18]=[CH:19][C:14]([CH2:22][OH:23])=[CH:15][CH:16]=2)[C:13]2[C:8](=[CH:9][CH:10]=[CH:11][CH:12]=2)[CH:7]=[CH:6][CH:5]=1. (4) Given the reactants Cl.Cl[C:3]1C=CC(NN)=CC=1.C(Br)C#C.ClC1C=CC(N(CC#C)N)=CC=1.C(OC(OCC)CCCNC)C.[Cl:39][C:40]1[CH:41]=[C:42]2[C:46](=[CH:47][CH:48]=1)[N:45]([CH2:49][C:50]#[CH:51])[CH:44]=[C:43]2[CH2:52][CH2:53][NH:54][CH3:55].C=O.C(O)(C(F)(F)F)=O, predict the reaction product. The product is: [Cl:39][C:40]1[CH:41]=[C:42]2[C:46](=[CH:47][CH:48]=1)[N:45]([CH2:49][C:50]#[CH:51])[C:44]1[CH2:55][N:54]([CH3:3])[CH2:53][CH2:52][C:43]2=1. (5) Given the reactants [Br:1][C:2]1[CH:7]=[CH:6][N:5]2[N:8]=[C:9]([NH2:11])[N:10]=[C:4]2[CH:3]=1.ClC(Cl)(Cl)C(Cl)(Cl)Cl.C(N(CC)CC)C.CP(C)C.[CH3:31][C:32]1[N:36]=[C:35]([N:37]2[CH2:42][CH2:41][C:40](=O)[CH2:39][CH2:38]2)[S:34][N:33]=1.[B][B][B][B][B][B][B][B][B][B].C([O-])(O)=O.[Na+], predict the reaction product. The product is: [Br:1][C:2]1[CH:7]=[CH:6][N:5]2[N:8]=[C:9]([NH:11][CH:40]3[CH2:39][CH2:38][N:37]([C:35]4[S:34][N:33]=[C:32]([CH3:31])[N:36]=4)[CH2:42][CH2:41]3)[N:10]=[C:4]2[CH:3]=1. (6) The product is: [F:1][C:2]([F:7])([F:6])[C:3]([OH:5])=[O:4].[CH3:19][CH:17]([O:16][C:15]1[CH:14]=[CH:13][C:12]([C:20]2[O:24][N:23]=[C:22]([C:25]3[C:35]4[CH2:34][CH2:33][NH:32][CH2:31][CH2:30][C:29]=4[CH:28]=[CH:27][CH:26]=3)[N:21]=2)=[CH:11][C:10]=1[C:8]#[N:9])[CH3:18]. Given the reactants [F:1][C:2]([F:7])([F:6])[C:3]([OH:5])=[O:4].[C:8]([C:10]1[CH:11]=[C:12]([C:20]2[O:24][N:23]=[C:22]([C:25]3[C:35]4[CH2:34][CH2:33][N:32](C(OC(C)(C)C)=O)[CH2:31][CH2:30][C:29]=4[CH:28]=[CH:27][CH:26]=3)[N:21]=2)[CH:13]=[CH:14][C:15]=1[O:16][CH:17]([CH3:19])[CH3:18])#[N:9], predict the reaction product.